From a dataset of Full USPTO retrosynthesis dataset with 1.9M reactions from patents (1976-2016). Predict the reactants needed to synthesize the given product. (1) Given the product [CH2:1]([N:8]([CH2:12][C:13]([C:15]1[CH:20]=[CH:19][N:18]=[CH:17][CH:16]=1)=[O:14])[CH3:9])[C:2]1[CH:7]=[CH:6][CH:5]=[CH:4][CH:3]=1, predict the reactants needed to synthesize it. The reactants are: [CH2:1]([NH:8][CH3:9])[C:2]1[CH:7]=[CH:6][CH:5]=[CH:4][CH:3]=1.Br.Br[CH2:12][C:13]([C:15]1[CH:20]=[CH:19][N:18]=[CH:17][CH:16]=1)=[O:14]. (2) Given the product [C:8]([N:30]1[CH:31]=[CH:32][C:28]([C:27]2[N:23]([C:20]3[N:21]=[N:22][C:17]([O:16][CH3:15])=[CH:18][CH:19]=3)[N:24]=[C:25]([C:33]([N:35]3[CH2:40][CH2:39][O:38][CH2:37][CH2:36]3)=[O:34])[CH:26]=2)=[CH:29]1)(=[O:10])[CH3:9], predict the reactants needed to synthesize it. The reactants are: C(N(CC)CC)C.[C:8](OC(=O)C)(=[O:10])[CH3:9].[CH3:15][O:16][C:17]1[N:22]=[N:21][C:20]([N:23]2[C:27]([C:28]3[CH:32]=[CH:31][NH:30][CH:29]=3)=[CH:26][C:25]([C:33]([N:35]3[CH2:40][CH2:39][O:38][CH2:37][CH2:36]3)=[O:34])=[N:24]2)=[CH:19][CH:18]=1.O.